From a dataset of Peptide-MHC class I binding affinity with 185,985 pairs from IEDB/IMGT. Regression. Given a peptide amino acid sequence and an MHC pseudo amino acid sequence, predict their binding affinity value. This is MHC class I binding data. (1) The MHC is Mamu-A2201 with pseudo-sequence Mamu-A2201. The peptide sequence is YVAAALAAF. The binding affinity (normalized) is 0.860. (2) The peptide sequence is DTWHGFKNM. The MHC is HLA-A26:01 with pseudo-sequence HLA-A26:01. The binding affinity (normalized) is 0.525.